From a dataset of Peptide-MHC class I binding affinity with 185,985 pairs from IEDB/IMGT. Regression. Given a peptide amino acid sequence and an MHC pseudo amino acid sequence, predict their binding affinity value. This is MHC class I binding data. (1) The peptide sequence is LLGMWGIAAI. The binding affinity (normalized) is 0.0157. The MHC is HLA-A68:02 with pseudo-sequence HLA-A68:02. (2) The peptide sequence is VYDFAFRD. The MHC is H-2-Kb with pseudo-sequence H-2-Kb. The binding affinity (normalized) is 0. (3) The peptide sequence is SRNKRGVFV. The MHC is Mamu-B08 with pseudo-sequence Mamu-B08. The binding affinity (normalized) is 0.320.